The task is: Predict the product of the given reaction.. This data is from Forward reaction prediction with 1.9M reactions from USPTO patents (1976-2016). (1) Given the reactants [OH:1][C:2]1[CH:9]=[C:8]([OH:10])[CH:7]=[CH:6][C:3]=1[CH:4]=[O:5].[Br:11][CH2:12][CH2:13][O:14][CH2:15][CH2:16]Br.C(=O)([O-])[O-].[K+].[K+], predict the reaction product. The product is: [Br:11][CH2:12][CH2:13][O:14][CH2:15][CH2:16][O:10][C:8]1[CH:7]=[CH:6][C:3]([CH:4]=[O:5])=[C:2]([OH:1])[CH:9]=1. (2) Given the reactants [C:1]([O:5][C:6]([NH:8][C@@H:9]([CH2:13][CH2:14][CH2:15][CH2:16][OH:17])[C:10]([OH:12])=[O:11])=[O:7])([CH3:4])([CH3:3])[CH3:2].[Si](C=[N+]=[N-])(C)(C)[CH3:19], predict the reaction product. The product is: [CH3:19][O:11][C:10](=[O:12])[C@@H:9]([NH:8][C:6]([O:5][C:1]([CH3:4])([CH3:3])[CH3:2])=[O:7])[CH2:13][CH2:14][CH2:15][CH2:16][OH:17]. (3) The product is: [CH2:1]([NH:8][C:10]1[CH:11]=[N:12][C:13]2[N:14]([CH:16]=[CH:17][N:18]=2)[CH:15]=1)[C:2]1[CH:7]=[CH:6][CH:5]=[CH:4][CH:3]=1. Given the reactants [CH2:1]([NH2:8])[C:2]1[CH:7]=[CH:6][CH:5]=[CH:4][CH:3]=1.Br[C:10]1[CH:11]=[N:12][C:13]2[N:14]([CH:16]=[CH:17][N:18]=2)[CH:15]=1, predict the reaction product. (4) The product is: [C:1]([CH2:3][C:4]([NH:26][C:25]1[C:21]([C:19]2[NH:18][C:17]3[CH:27]=[CH:28][C:14]([CH2:13][N:7]4[CH2:8][CH2:9][O:10][CH2:11][CH2:12]4)=[CH:15][C:16]=3[N:20]=2)=[N:22][NH:23][CH:24]=1)=[O:6])#[N:2]. Given the reactants [C:1]([CH2:3][C:4]([OH:6])=O)#[N:2].[N:7]1([CH2:13][C:14]2[CH:28]=[CH:27][C:17]3[NH:18][C:19]([C:21]4[C:25]([NH2:26])=[CH:24][NH:23][N:22]=4)=[N:20][C:16]=3[CH:15]=2)[CH2:12][CH2:11][O:10][CH2:9][CH2:8]1.CN(C(ON1N=NC2C=CC=CC1=2)=[N+](C)C)C.[B-](F)(F)(F)F, predict the reaction product. (5) Given the reactants Br[C:2]1[C:3]([O:16][CH:17]2[CH2:20][N:19]([C:21]3[CH:30]=[CH:29][C:28]4[C:23](=[CH:24][CH:25]=[CH:26][CH:27]=4)[N:22]=3)[CH2:18]2)=[N:4][C:5]([N:8]2[CH2:13][CH2:12][CH:11]([CH2:14][OH:15])[CH2:10][CH2:9]2)=[N:6][CH:7]=1, predict the reaction product. The product is: [N:22]1[C:23]2[C:28](=[CH:27][CH:26]=[CH:25][CH:24]=2)[CH:29]=[CH:30][C:21]=1[N:19]1[CH2:20][CH:17]([O:16][C:3]2[CH:2]=[CH:7][N:6]=[C:5]([N:8]3[CH2:13][CH2:12][CH:11]([CH2:14][OH:15])[CH2:10][CH2:9]3)[N:4]=2)[CH2:18]1. (6) Given the reactants C([N-]C(C)C)(C)C.[Li+].[Br:9][C:10]1[C:14]([CH3:15])=[CH:13][S:12][CH:11]=1.[C:16]([O:20][C:21]([N:23]1[CH2:28][CH2:27][CH:26]([C:29](=[O:34])N(OC)C)[CH2:25][CH2:24]1)=[O:22])([CH3:19])([CH3:18])[CH3:17], predict the reaction product. The product is: [C:16]([O:20][C:21]([N:23]1[CH2:28][CH2:27][CH:26]([C:29]([C:11]2[S:12][CH:13]=[C:14]([CH3:15])[C:10]=2[Br:9])=[O:34])[CH2:25][CH2:24]1)=[O:22])([CH3:19])([CH3:18])[CH3:17]. (7) Given the reactants C(OC(C1C(F)=CC(OCC2(F)CCN(C(OC(C)(C)C)=O)CC2)=C(C2CC2)C=1)=O)(C)(C)C.[Cl:34][C:35]1[CH:36]=[C:37]([CH:41]([C:67]2[CH:72]=[CH:71][CH:70]=[C:69]([Cl:73])[CH:68]=2)[N:42]2[CH2:47][CH2:46][CH:45]([CH2:48][O:49][C:50]3[C:62]([CH:63]4[CH2:65][CH2:64]4)=[CH:61][C:53]([C:54]([O:56]C(C)(C)C)=[O:55])=[C:52]([F:66])[CH:51]=3)[CH2:44][CH2:43]2)[CH:38]=[CH:39][CH:40]=1, predict the reaction product. The product is: [Cl:73][C:69]1[CH:68]=[C:67]([CH:41]([C:37]2[CH:38]=[CH:39][CH:40]=[C:35]([Cl:34])[CH:36]=2)[N:42]2[CH2:47][CH2:46][CH:45]([CH2:48][O:49][C:50]3[C:62]([CH:63]4[CH2:65][CH2:64]4)=[CH:61][C:53]([C:54]([OH:56])=[O:55])=[C:52]([F:66])[CH:51]=3)[CH2:44][CH2:43]2)[CH:72]=[CH:71][CH:70]=1. (8) Given the reactants C([O-])(=O)C.[NH4+].C([O:9][C:10]1[CH:30]=[CH:29][C:13]([C:14]([O:16][CH:17]2[CH2:22][O:21][CH:20]([C:23]3[CH:28]=[CH:27][CH:26]=[CH:25][CH:24]=3)[O:19][CH2:18]2)=[O:15])=[CH:12][CH:11]=1)(=O)C, predict the reaction product. The product is: [OH:9][C:10]1[CH:30]=[CH:29][C:13]([C:14]([O:16][CH:17]2[CH2:18][O:19][CH:20]([C:23]3[CH:28]=[CH:27][CH:26]=[CH:25][CH:24]=3)[O:21][CH2:22]2)=[O:15])=[CH:12][CH:11]=1. (9) Given the reactants C[O:2][C:3]1[CH:11]=[C:10]2[C:6]([CH:7]=[C:8]([C:12]3[CH:17]=[CH:16][CH:15]=[CH:14][CH:13]=3)[NH:9]2)=[CH:5][C:4]=1[CH3:18].B(Br)(Br)Br.C(=O)([O-])O.[Na+].C(OCC)(=O)C, predict the reaction product. The product is: [CH3:18][C:4]1[CH:5]=[C:6]2[C:10](=[CH:11][C:3]=1[OH:2])[NH:9][C:8]([C:12]1[CH:13]=[CH:14][CH:15]=[CH:16][CH:17]=1)=[CH:7]2. (10) The product is: [Cl:8][C:5]1[N:4]=[C:3]([NH:9][CH3:10])[C:2]([CH:12]=[CH2:13])=[CH:7][N:6]=1. Given the reactants Br[C:2]1[C:3]([NH:9][CH3:10])=[N:4][C:5]([Cl:8])=[N:6][CH:7]=1.O1C=C[CH:13]=[C:12]1P(C1OC=CC=1)C1OC=CC=1.C(C([Sn])=C(CCCC)CCCC)CCC.[F-].[K+], predict the reaction product.